Dataset: Reaction yield outcomes from USPTO patents with 853,638 reactions. Task: Predict the reaction yield, written as a fraction of the theoretical maximum amount of product (1.0 means a 100% yield; for example, 0.34 means a 34% yield). The reactants are [CH3:1][O:2][C:3](=[O:11])[C:4]1[CH:9]=[CH:8][N:7]=[C:6]([NH2:10])[CH:5]=1.C1C(=O)N([Br:19])C(=O)C1. The catalyst is CN(C=O)C.CCOC(C)=O. The product is [CH3:1][O:2][C:3](=[O:11])[C:4]1[C:9]([Br:19])=[CH:8][N:7]=[C:6]([NH2:10])[CH:5]=1. The yield is 0.350.